Dataset: Full USPTO retrosynthesis dataset with 1.9M reactions from patents (1976-2016). Task: Predict the reactants needed to synthesize the given product. Given the product [NH2:1][C:2]1[N:7]=[C:6]([NH:22][CH2:21][C:20]2[CH:23]=[CH:24][CH:25]=[CH:26][C:19]=2[Cl:18])[C:5]([C:11]#[N:12])=[C:4]([N:13]2[CH:17]=[CH:16][CH:15]=[N:14]2)[N:3]=1, predict the reactants needed to synthesize it. The reactants are: [NH2:1][C:2]1[N:7]=[C:6](S(C)=O)[C:5]([C:11]#[N:12])=[C:4]([N:13]2[CH:17]=[CH:16][CH:15]=[N:14]2)[N:3]=1.[Cl:18][C:19]1[CH:26]=[CH:25][CH:24]=[CH:23][C:20]=1[CH2:21][NH2:22].C1CCN2C(=NCCC2)CC1.